The task is: Binary Classification. Given a miRNA mature sequence and a target amino acid sequence, predict their likelihood of interaction.. This data is from Experimentally validated miRNA-target interactions with 360,000+ pairs, plus equal number of negative samples. The miRNA is hsa-miR-520f-3p with sequence AAGUGCUUCCUUUUAGAGGGUU. The protein sequence of the target gene is MAVAGAVSGEPLVHWCTQQLRKTFGLDVSEEIIQYVLSIESAEEIREYVTDLLQGNEGKKGQFIEELITKWQKNDQELISDPLQQCFKKDEILDGQKSGDHLKRGRKKGRNRQEVPAFTEPDTTAEVKTPFDLAKAQENSNSVKKKTKFVNLYTREGQDRLAVLLPGRHPCDCLGQKHKLINNCLICGRIVCEQEGSGPCLFCGTLVCTHEEQDILQRDSNKSQKLLKKLMSGVENSGKVDISTKDLLPHQELRIKSGLEKAIKHKDKLLEFDRTSIRRTQVIDDESDYFASDSNQWLSK.... Result: 0 (no interaction).